Dataset: NCI-60 drug combinations with 297,098 pairs across 59 cell lines. Task: Regression. Given two drug SMILES strings and cell line genomic features, predict the synergy score measuring deviation from expected non-interaction effect. (1) Drug 1: C1=CC=C(C=C1)NC(=O)CCCCCCC(=O)NO. Drug 2: CC1=C(C(=CC=C1)Cl)NC(=O)C2=CN=C(S2)NC3=CC(=NC(=N3)C)N4CCN(CC4)CCO. Cell line: SF-268. Synergy scores: CSS=11.7, Synergy_ZIP=0.304, Synergy_Bliss=1.75, Synergy_Loewe=-0.0268, Synergy_HSA=-0.108. (2) Drug 1: C1=CN(C=N1)CC(O)(P(=O)(O)O)P(=O)(O)O. Cell line: NCIH23. Synergy scores: CSS=7.26, Synergy_ZIP=-1.55, Synergy_Bliss=1.11, Synergy_Loewe=-1.48, Synergy_HSA=1.51. Drug 2: C1CN(P(=O)(OC1)NCCCl)CCCl.